Dataset: Full USPTO retrosynthesis dataset with 1.9M reactions from patents (1976-2016). Task: Predict the reactants needed to synthesize the given product. (1) The reactants are: COC(=O)[NH:4][C:5]1[O:6][C:7]2[C:13](I)=[CH:12][CH:11]=[C:10]([O:15][CH3:16])[C:8]=2[N:9]=1.[C:18]1([Sn](CCCC)(CCCC)CCCC)[CH:23]=[CH:22][CH:21]=[CH:20][CH:19]=1.C1([As](C2C=CC=CC=2)C2C=CC=CC=2)C=CC=CC=1. Given the product [CH3:16][O:15][C:10]1[C:8]2[N:9]=[C:5]([NH2:4])[O:6][C:7]=2[C:13]([C:18]2[CH:23]=[CH:22][CH:21]=[CH:20][CH:19]=2)=[CH:12][CH:11]=1, predict the reactants needed to synthesize it. (2) Given the product [C:1]1([C:7]2[S:11][C:10]3=[N:12][N:13]=[C:14]([CH2:15][C:16]4[CH:17]=[C:18]5[C:23](=[CH:24][CH:25]=4)[N:22]=[CH:21][CH:20]=[CH:19]5)[N:9]3[CH:8]=2)[CH:6]=[CH:5][CH:4]=[CH:3][CH:2]=1, predict the reactants needed to synthesize it. The reactants are: [C:1]1([C:7]2[S:11][C:10]([NH:12][NH:13][C:14](=O)[CH2:15][C:16]3[CH:17]=[C:18]4[C:23](=[CH:24][CH:25]=3)[N:22]=[CH:21][CH:20]=[CH:19]4)=[N:9][CH:8]=2)[CH:6]=[CH:5][CH:4]=[CH:3][CH:2]=1. (3) Given the product [OH:2][C:3]1[C:8]2[NH:9][C:10]([C:12]3[S:13][CH:14]=[CH:15][CH:16]=3)=[N:11][C:7]=2[C:6]([C:17]([NH:19][CH:20]2[CH2:25][CH2:24][CH2:23][NH:22][CH2:21]2)=[O:18])=[CH:5][CH:4]=1, predict the reactants needed to synthesize it. The reactants are: C[O:2][C:3]1[C:8]2[NH:9][C:10]([C:12]3[S:13][CH:14]=[CH:15][CH:16]=3)=[N:11][C:7]=2[C:6]([C:17]([NH:19][CH:20]2[CH2:25][CH2:24][CH2:23][N:22](C(OC(C)(C)C)=O)[CH2:21]2)=[O:18])=[CH:5][CH:4]=1.B(Br)(Br)Br. (4) Given the product [Cl:17][C:18]1[CH:23]=[CH:22][C:21]([C:2]2[C:10]3[N:9]4[CH2:11][CH2:12][NH:13][C:14](=[O:15])[C:8]4=[CH:7][C:6]=3[CH:5]=[C:4]([CH3:16])[CH:3]=2)=[CH:20][CH:19]=1, predict the reactants needed to synthesize it. The reactants are: Br[C:2]1[C:10]2[N:9]3[CH2:11][CH2:12][NH:13][C:14](=[O:15])[C:8]3=[CH:7][C:6]=2[CH:5]=[C:4]([CH3:16])[CH:3]=1.[Cl:17][C:18]1[CH:23]=[CH:22][C:21](B(O)O)=[CH:20][CH:19]=1. (5) Given the product [CH3:14][C:8]([O:7][C:6]1[CH:16]=[CH:17][C:3]([CH2:1][NH:26][CH2:25][C:24]2[CH:23]=[CH:22][C:21]([C:20]([F:19])([F:29])[F:30])=[CH:28][CH:27]=2)=[CH:4][C:5]=1[CH3:18])([CH3:15])[C:9]([O:11][CH2:12][CH3:13])=[O:10], predict the reactants needed to synthesize it. The reactants are: [CH:1]([C:3]1[CH:17]=[CH:16][C:6]([O:7][C:8]([CH3:15])([CH3:14])[C:9]([O:11][CH2:12][CH3:13])=[O:10])=[C:5]([CH3:18])[CH:4]=1)=O.[F:19][C:20]([F:30])([F:29])[C:21]1[CH:28]=[CH:27][C:24]([CH2:25][NH2:26])=[CH:23][CH:22]=1.C(O[BH-](OC(=O)C)OC(=O)C)(=O)C.[Na+].